Dataset: Catalyst prediction with 721,799 reactions and 888 catalyst types from USPTO. Task: Predict which catalyst facilitates the given reaction. (1) Reactant: [OH:1][CH2:2][CH2:3][O:4][C:5]1[N:10]=[C:9]([C:11]2[N:16]=[CH:15][CH:14]=[CH:13][N:12]=2)[N:8]=[C:7]([NH:17][S:18]([CH2:21][CH3:22])(=[O:20])=[O:19])[C:6]=1[O:23][C:24]1[CH:29]=[CH:28][CH:27]=[CH:26][C:25]=1[O:30][CH3:31].[H-].[Na+].Cl[C:35]1[N:40]=[CH:39][C:38]([Br:41])=[CH:37][N:36]=1.C(O)(=O)CC(CC(O)=O)(C(O)=O)O. Product: [Br:41][C:38]1[CH:37]=[N:36][C:35]([O:1][CH2:2][CH2:3][O:4][C:5]2[N:10]=[C:9]([C:11]3[N:16]=[CH:15][CH:14]=[CH:13][N:12]=3)[N:8]=[C:7]([NH:17][S:18]([CH2:21][CH3:22])(=[O:20])=[O:19])[C:6]=2[O:23][C:24]2[CH:29]=[CH:28][CH:27]=[CH:26][C:25]=2[O:30][CH3:31])=[N:40][CH:39]=1. The catalyst class is: 1. (2) Reactant: [Cl:1][O-].[Na+].[OH:4][C:5]1[N:13]=[CH:12][CH:11]=[CH:10][C:6]=1[C:7]([OH:9])=[O:8].S([O-])([O-])=O.[Na+].[Na+].Cl. Product: [Cl:1][C:11]1[CH:12]=[N:13][C:5]([OH:4])=[C:6]([CH:10]=1)[C:7]([OH:9])=[O:8]. The catalyst class is: 611.